Dataset: Experimentally validated miRNA-target interactions with 360,000+ pairs, plus equal number of negative samples. Task: Binary Classification. Given a miRNA mature sequence and a target amino acid sequence, predict their likelihood of interaction. (1) The miRNA is mmu-miR-466a-3p with sequence UAUACAUACACGCACACAUAAGA. The protein sequence of the target gene is MSQMGLHPRRGLTGHWLQRFQPCLPLHTVQWRRLLLLAFLLSLAWPASPLPREEEIVFPEKLNGSSILPGSGVPARLLYRLPAFGEMLLLELEQDPGVQVEGLTVQYLGQAPEMLGGAEPGTYLTGTINGDPESVASLHWDGGALLGVLQYRGAELHLQPLEGGALNSAGGPGAHILRRKSPASSQGPMCTVKAPSGSPSPISRRTKRFASLSRFVETLVVADDKMAAFHGTGLKRYLLTVMAAAAKAFKHPSIRNPVNLVVTRLVILGSGQEGPQVGPSAAQTLRSFCTWQRGLNTPND.... Result: 1 (interaction). (2) The miRNA is cel-miR-65-5p with sequence UAUGACACUGAAGCGUAACCGAA. The protein sequence of the target gene is MSNERVSTGSLGERLMLRTRSTRGSVRETLSKAIRSTLGRASSMERKDMPDRPKYGTALTAMTSTTPPSPKDRSSDSGDGDSPRPRKFSSKECARIYFSNTSSEHSSRSNSSTPRRVRHTTASSGYGSLSHLPPISYRKSSDPLNSLMSQSMYVQSPGMHIDEPKCTSLSQRRLYYEDSSETYIPSSPSLTTLKDFMMTNDDETFDDFDFDNDDVKSVISSASTSRIFSVDNRMSKYQKNQSLRQFLNSPVRLRKRGDTSRRDAVEAGFEPRDTVPRCHSTQSLRDVQRVRSYNNSQFQA.... Result: 1 (interaction).